This data is from Full USPTO retrosynthesis dataset with 1.9M reactions from patents (1976-2016). The task is: Predict the reactants needed to synthesize the given product. (1) Given the product [Br:1][C:2]1[CH:18]=[C:6]([C:7](=[O:8])[NH:9][C:10]2[CH:15]=[CH:14][C:13]([F:16])=[CH:12][C:11]=2[F:17])[C:5]([NH:37][C:34]2[CH:35]=[CH:36][C:31]([O:30][C:29]3[CH:28]=[CH:27][N:26]=[C:25]([C:73]([NH2:69])=[O:74])[CH:24]=3)=[C:32]([F:55])[CH:33]=2)=[N:4][CH:3]=1, predict the reactants needed to synthesize it. The reactants are: [Br:1][C:2]1[CH:3]=[N:4][C:5](Cl)=[C:6]([CH:18]=1)[C:7]([NH:9][C:10]1[CH:15]=[CH:14][C:13]([F:16])=[CH:12][C:11]=1[F:17])=[O:8].Cl.N1[C:25]2=[N:26][CH:27]=[CH:28][C:29]([O:30][C:31]3[CH:36]=[CH:35][C:34]([NH:37]C4C(C(NC5C=CC(F)=CC=5F)=O)=CN=CC=4)=[CH:33][C:32]=3[F:55])=[C:24]2C=C1.O.C1(C)C(S(O)(=O)=O)=CC=CC=1.C[N:69]1[C:73](=[O:74])CCC1. (2) Given the product [OH:12][C@@H:13]1[CH2:30][CH2:29][C@@:28]2([CH3:31])[C:15](=[CH:16][CH2:17][C@@H:18]3[C@@H:27]2[CH2:26][CH2:25][C@@:23]2([CH3:24])[C@H:19]3[CH2:20][CH2:21][C:22]2=[O:32])[CH2:14]1, predict the reactants needed to synthesize it. The reactants are: [N+](C1C=CC(C([O:12][C@@H:13]2[CH2:30][CH2:29][C@@:28]3([CH3:31])[C:15](=[CH:16][CH2:17][C@@H:18]4[C@@H:27]3[CH2:26][CH2:25][C@@:23]3([CH3:24])[C@H:19]4[CH2:20][CH2:21][C:22]3=[O:32])[CH2:14]2)=O)=CC=1)([O-])=O.C1COCC1.CO.[OH-].[Na+]. (3) Given the product [OH:1][C@H:2]1[CH2:7][CH2:6][CH2:5][CH2:4][C@@H:3]1[NH:8][C:9]([C:11]1[C:15]2=[N:16][CH:17]=[CH:18][CH:19]=[C:14]2[N:13]([CH2:21][C:22]2[CH:27]=[CH:26][C:25]([CH3:28])=[CH:24][CH:23]=2)[CH:12]=1)=[O:10], predict the reactants needed to synthesize it. The reactants are: [OH:1][C@H:2]1[CH2:7][CH2:6][CH2:5][CH2:4][C@@H:3]1[NH:8][C:9]([C:11]1[C:15]2=[N:16][CH:17]=[CH:18][CH:19]=[C:14]2[NH:13][CH:12]=1)=[O:10].Br[CH2:21][C:22]1[CH:27]=[CH:26][C:25]([CH3:28])=[CH:24][CH:23]=1.C(=O)([O-])[O-].[Cs+].[Cs+].